From a dataset of Full USPTO retrosynthesis dataset with 1.9M reactions from patents (1976-2016). Predict the reactants needed to synthesize the given product. (1) Given the product [Br:1][C:2]1[CH:3]=[CH:4][C:5]([N+:9]([O-:11])=[O:10])=[C:6]([CH:8]=1)[NH:7][CH2:37][C:35]1[CH:34]=[CH:33][C:31]2[N:32]=[C:28]([S:27][CH3:26])[S:29][C:30]=2[CH:36]=1, predict the reactants needed to synthesize it. The reactants are: [Br:1][C:2]1[CH:3]=[CH:4][C:5]([N+:9]([O-:11])=[O:10])=[C:6]([CH:8]=1)[NH2:7].[BH-](OC(C)=O)(OC(C)=O)OC(C)=O.[Na+].[CH3:26][S:27][C:28]1[S:29][C:30]2[CH:36]=[C:35]([CH:37]=O)[CH:34]=[CH:33][C:31]=2[N:32]=1. (2) Given the product [C:1]([O:5][C:6]([N:8]([CH2:20][C:21]1[CH:22]=[C:23]([O:28][CH3:29])[CH:24]=[CH:25][C:26]=1[CH:32]=[CH:31][C:30]([O:34][CH3:35])=[O:33])[CH2:9][C:10]1[CH:15]=[CH:14][C:13]([C:16]([F:19])([F:18])[F:17])=[CH:12][CH:11]=1)=[O:7])([CH3:4])([CH3:3])[CH3:2], predict the reactants needed to synthesize it. The reactants are: [C:1]([O:5][C:6]([N:8]([CH2:20][C:21]1[CH:22]=[C:23]([O:28][CH3:29])[CH:24]=[CH:25][C:26]=1Br)[CH2:9][C:10]1[CH:15]=[CH:14][C:13]([C:16]([F:19])([F:18])[F:17])=[CH:12][CH:11]=1)=[O:7])([CH3:4])([CH3:3])[CH3:2].[C:30]([O:34][CH3:35])(=[O:33])[CH:31]=[CH2:32].C1(C)C=CC=CC=1P(C1C=CC=CC=1C)C1C=CC=CC=1C.C(N(C(C)C)CC)(C)C. (3) The reactants are: [CH3:1][Si:2]([C:5]#[CH:6])([CH3:4])[CH3:3].Br[C:8]1[S:12][C:11]([C:13]2[N:14]=[C:15]3[CH:20]=[N:19][CH:18]=[CH:17][N:16]3[C:21]=2[NH:22][C:23]([CH3:26])([CH3:25])[CH3:24])=[CH:10][CH:9]=1.C([O-])([O-])=O.[Na+].[Na+]. Given the product [C:23]([NH:22][C:21]1[N:16]2[CH:17]=[CH:18][N:19]=[CH:20][C:15]2=[N:14][C:13]=1[C:11]1[S:12][C:8]([C:6]#[C:5][Si:2]([CH3:4])([CH3:3])[CH3:1])=[CH:9][CH:10]=1)([CH3:26])([CH3:24])[CH3:25], predict the reactants needed to synthesize it. (4) Given the product [CH3:22][C:21]1[CH:20]=[CH:19][C:14]([C:15]([O:17][CH3:18])=[O:16])=[CH:13][C:12]=1[C:8]1[CH:7]=[C:6]2[C:11]([C:2]([N:25]3[CH2:26][CH2:27][O:28][CH2:29][C@@H:24]3[CH3:23])=[CH:3][N:4]=[CH:5]2)=[CH:10][CH:9]=1, predict the reactants needed to synthesize it. The reactants are: Br[C:2]1[C:11]2[C:6](=[CH:7][C:8]([C:12]3[CH:13]=[C:14]([CH:19]=[CH:20][C:21]=3[CH3:22])[C:15]([O:17][CH3:18])=[O:16])=[CH:9][CH:10]=2)[CH:5]=[N:4][CH:3]=1.[CH3:23][C@H:24]1[CH2:29][O:28][CH2:27][CH2:26][NH:25]1.CC(C1C=C(C(C)C)C(C2C=CC=CC=2P(C2CCCCC2)C2CCCCC2)=C(C(C)C)C=1)C.C(=O)([O-])[O-].[Cs+].[Cs+]. (5) Given the product [CH2:9]([C:3]1[CH:4]=[CH:5][S:1][CH:2]=1)[C:10]1[CH:15]=[CH:14][CH:13]=[CH:12][CH:11]=1, predict the reactants needed to synthesize it. The reactants are: [S:1]1[CH:5]=[CH:4][C:3](B(O)O)=[CH:2]1.[CH2:9](Br)[C:10]1[CH:15]=[CH:14][CH:13]=[CH:12][CH:11]=1. (6) Given the product [F:23][C:24]([F:37])([F:38])[C:25]1[CH:32]=[C:31]([C:33]([F:36])([F:34])[F:35])[CH:30]=[CH:29][C:26]=1[CH2:27][N:8]1[C:4]2[CH:3]=[C:2]([Cl:1])[C:15]([Cl:16])=[CH:14][C:5]=2[N:6]=[C:7]1[CH2:9][C:10]([F:12])([F:13])[F:11], predict the reactants needed to synthesize it. The reactants are: [Cl:1][C:2]1[C:15]([Cl:16])=[CH:14][C:5]2[NH:6][C:7]([CH2:9][C:10]([F:13])([F:12])[F:11])=[N:8][C:4]=2[CH:3]=1.C(=O)([O-])[O-].[K+].[K+].[F:23][C:24]([F:38])([F:37])[C:25]1[CH:32]=[C:31]([C:33]([F:36])([F:35])[F:34])[CH:30]=[CH:29][C:26]=1[CH2:27]Br. (7) Given the product [S:37]([OH:40])(=[O:39])(=[O:38])[CH3:36].[CH3:1][N:2]1[CH:6]=[C:5]([NH:7][C:8](=[O:31])[CH2:9][C:10]2[CH:15]=[CH:14][C:13]([O:16][C:17]3[C:26]4[C:21](=[CH:22][C:23]([O:27][CH3:28])=[CH:24][CH:25]=4)[N:20]=[CH:19][CH:18]=3)=[CH:12][C:11]=2[O:29][CH3:30])[C:4]([CH3:32])=[N:3]1, predict the reactants needed to synthesize it. The reactants are: [CH3:1][N:2]1[CH:6]=[C:5]([NH:7][C:8](=[O:31])[CH2:9][C:10]2[CH:15]=[CH:14][C:13]([O:16][C:17]3[C:26]4[C:21](=[CH:22][C:23]([O:27][CH3:28])=[CH:24][CH:25]=4)[N:20]=[CH:19][CH:18]=3)=[CH:12][C:11]=2[O:29][CH3:30])[C:4]([CH3:32])=[N:3]1.C(O)C.[CH3:36][S:37]([OH:40])(=[O:39])=[O:38]. (8) Given the product [F:1][C:2]1[CH:30]=[CH:29][C:5]([CH2:6][C:7]2[NH:8][C:9]([C:22]3[CH:27]=[CH:26][CH:25]=[C:24]([CH3:28])[N:23]=3)=[C:10]([C:12]3[CH:13]=[C:14]4[C:19](=[CH:20][CH:21]=3)[N:18]=[CH:17][CH:16]=[CH:15]4)[N:11]=2)=[CH:4][C:3]=1[OH:31], predict the reactants needed to synthesize it. The reactants are: [F:1][C:2]1[CH:30]=[CH:29][C:5]([CH2:6][C:7]2[NH:8][C:9]([C:22]3[CH:27]=[CH:26][CH:25]=[C:24]([CH3:28])[N:23]=3)=[C:10]([C:12]3[CH:13]=[C:14]4[C:19](=[CH:20][CH:21]=3)[N:18]=[CH:17][CH:16]=[CH:15]4)[N:11]=2)=[CH:4][C:3]=1[O:31]C.Cl.N1C=CC=CC=1.[NH4+].[OH-]. (9) Given the product [I:1][C:2]1[S:3][C:4]([C:7]2[S:8][C:9]([C:12]3[S:13][C:14]([Br:17])=[CH:15][CH:16]=3)=[CH:10][CH:11]=2)=[CH:5][CH:6]=1, predict the reactants needed to synthesize it. The reactants are: [I:1][C:2]1[S:3][C:4]([C:7]2[S:8][C:9]([C:12]3[S:13][CH:14]=[CH:15][CH:16]=3)=[CH:10][CH:11]=2)=[CH:5][CH:6]=1.[Br:17]N1C(=O)CCC1=O.